This data is from Full USPTO retrosynthesis dataset with 1.9M reactions from patents (1976-2016). The task is: Predict the reactants needed to synthesize the given product. (1) Given the product [Cl:1][C:2]1[CH:3]=[C:4]([CH:7]=[CH:8][C:9]=1[C:10]([F:13])([F:12])[F:11])[CH2:5][C:20]([CH2:19][CH2:18][C:17]([F:16])([F:25])[F:26])([C:21]#[N:22])[C:23]#[N:24], predict the reactants needed to synthesize it. The reactants are: [Cl:1][C:2]1[CH:3]=[C:4]([CH:7]=[CH:8][C:9]=1[C:10]([F:13])([F:12])[F:11])[CH2:5]Cl.[H-].[Na+].[F:16][C:17]([F:26])([F:25])[CH2:18][CH2:19][CH:20]([C:23]#[N:24])[C:21]#[N:22]. (2) Given the product [N:1]1[NH:2][C:3]([NH:6][C:7]([C:9]2[C:14]([NH2:15])=[N:13][C:12]([C:16]([F:19])([F:18])[F:17])=[C:11]([N:21]([CH3:25])[CH3:22])[N:10]=2)=[O:8])=[CH:4][CH:5]=1, predict the reactants needed to synthesize it. The reactants are: [N:1]1[NH:2][C:3]([NH:6][C:7]([C:9]2[C:14]([NH2:15])=[N:13][C:12]([C:16]([F:19])([F:18])[F:17])=[C:11](Br)[N:10]=2)=[O:8])=[CH:4][CH:5]=1.[NH:21]([CH2:25]CO)[CH2:22]CO.